From a dataset of Catalyst prediction with 721,799 reactions and 888 catalyst types from USPTO. Predict which catalyst facilitates the given reaction. (1) Reactant: [H-].[Na+].[O:3]=[C:4]1[NH:9][CH2:8][CH2:7][N:6]([C:10]([O:12][C:13]([CH3:16])([CH3:15])[CH3:14])=[O:11])[CH2:5]1.[F:17][C:18]([F:28])([F:27])[C:19]1[CH:26]=[CH:25][C:22]([CH2:23]Cl)=[CH:21][CH:20]=1. Product: [O:3]=[C:4]1[N:9]([CH2:23][C:22]2[CH:21]=[CH:20][C:19]([C:18]([F:17])([F:27])[F:28])=[CH:26][CH:25]=2)[CH2:8][CH2:7][N:6]([C:10]([O:12][C:13]([CH3:16])([CH3:15])[CH3:14])=[O:11])[CH2:5]1. The catalyst class is: 3. (2) Reactant: [CH3:1][O:2][C:3]1[CH:8]=[C:7]([O:9][CH3:10])[CH:6]=[CH:5][C:4]=1[C:11]1[N:16]([CH2:17][C:18]([OH:20])=O)[C:15](=[S:21])[NH:14][C:13](=[O:22])[CH:12]=1.[NH2:23][CH2:24][CH2:25][NH:26][C:27](=[O:33])[O:28][C:29]([CH3:32])([CH3:31])[CH3:30].N1C=CC=CC=1. Product: [CH3:1][O:2][C:3]1[CH:8]=[C:7]([O:9][CH3:10])[CH:6]=[CH:5][C:4]=1[C:11]1[N:16]([CH2:17][C:18]([NH:23][CH2:24][CH2:25][NH:26][C:27](=[O:33])[O:28][C:29]([CH3:31])([CH3:30])[CH3:32])=[O:20])[C:15](=[S:21])[NH:14][C:13](=[O:22])[CH:12]=1. The catalyst class is: 31. (3) Reactant: [H-].[Na+].C1OCCOCCOCCOCCOC1.[F:18][C:19]1[C:20]([CH2:31][N:32]([CH3:40])[C:33](=[O:39])[O:34][C:35]([CH3:38])([CH3:37])[CH3:36])=[CH:21][NH:22][C:23]=1[C:24]1[C:25]([F:30])=[N:26][CH:27]=[CH:28][CH:29]=1.[Cl:41][C:42]1[C:47]([S:48](Cl)(=[O:50])=[O:49])=[CH:46][CH:45]=[CH:44][N:43]=1. Product: [Cl:41][C:42]1[C:47]([S:48]([N:22]2[C:23]([C:24]3[C:25]([F:30])=[N:26][CH:27]=[CH:28][CH:29]=3)=[C:19]([F:18])[C:20]([CH2:31][N:32]([CH3:40])[C:33](=[O:39])[O:34][C:35]([CH3:36])([CH3:37])[CH3:38])=[CH:21]2)(=[O:50])=[O:49])=[CH:46][CH:45]=[CH:44][N:43]=1. The catalyst class is: 30. (4) Reactant: C([O:8][C:9]1[CH:14]=[CH:13][C:12]([N:15]([CH3:67])[C:16]([C:18]2[CH:19]=[C:20]([C:27]3[CH:28]=[C:29]4[C:34](=[CH:35][C:36]=3[C:37]([N:39]3[C@H:48]([CH3:49])[CH2:47][C:46]5[C:41](=[CH:42][CH:43]=[CH:44][CH:45]=5)[CH2:40]3)=[O:38])[CH2:33][N:32]([C:50](=[O:66])[CH2:51][C:52]3[CH:57]=[CH:56][C:55]([CH2:58][N:59]5[CH2:64][CH2:63][N:62]([CH3:65])[CH2:61][CH2:60]5)=[CH:54][CH:53]=3)[CH2:31][CH2:30]4)[N:21]3[C:26]=2[CH2:25][CH2:24][CH2:23][CH2:22]3)=[O:17])=[CH:11][CH:10]=1)C1C=CC=CC=1. Product: [OH:8][C:9]1[CH:10]=[CH:11][C:12]([N:15]([CH3:67])[C:16]([C:18]2[CH:19]=[C:20]([C:27]3[CH:28]=[C:29]4[C:34](=[CH:35][C:36]=3[C:37]([N:39]3[C@H:48]([CH3:49])[CH2:47][C:46]5[C:41](=[CH:42][CH:43]=[CH:44][CH:45]=5)[CH2:40]3)=[O:38])[CH2:33][N:32]([C:50](=[O:66])[CH2:51][C:52]3[CH:53]=[CH:54][C:55]([CH2:58][N:59]5[CH2:60][CH2:61][N:62]([CH3:65])[CH2:63][CH2:64]5)=[CH:56][CH:57]=3)[CH2:31][CH2:30]4)[N:21]3[C:26]=2[CH2:25][CH2:24][CH2:23][CH2:22]3)=[O:17])=[CH:13][CH:14]=1. The catalyst class is: 29. (5) Reactant: [F:1][C:2]1([F:34])[C:10]([CH3:12])([CH3:11])[CH2:9][C:8]2[N:7]([CH2:13][C:14]([OH:16])=[O:15])[C:6]([CH3:17])=[C:5]([CH2:18][C:19]3[CH:24]=[CH:23][CH:22]=[CH:21][C:20]=3[S:25]([N:28]3[CH2:32][CH2:31][CH2:30][CH2:29]3)(=[O:27])=[O:26])[C:4]=2[C:3]1=O.[H-].[H-].[H-].[H-].[Li+].[Al+3].FC(F)(F)C(O)=O.C([SiH](CC)CC)C. Product: [F:34][C:2]1([F:1])[C:10]([CH3:11])([CH3:12])[CH2:9][C:8]2[N:7]([CH2:13][C:14]([OH:16])=[O:15])[C:6]([CH3:17])=[C:5]([CH2:18][C:19]3[CH:24]=[CH:23][CH:22]=[CH:21][C:20]=3[S:25]([N:28]3[CH2:32][CH2:31][CH2:30][CH2:29]3)(=[O:26])=[O:27])[C:4]=2[CH2:3]1. The catalyst class is: 1. (6) Reactant: [Br:1][C:2]1[CH:3]=[C:4]2[C:13](=[CH:14][C:15]=1[O:16][CH3:17])[C:12]1[CH:11]=[CH:10][C:9]([C:18]#[N:19])=[CH:8][C:7]=1[NH:6][C:5]2=[O:20].BrC1C=CC(S(O[C@@H:32]2[CH2:36][N:35]([C:37]([O:39][C:40]([CH3:43])([CH3:42])[CH3:41])=[O:38])[C@H:34]([C:44]([O:46][CH3:47])=[O:45])[CH2:33]2)(=O)=O)=CC=1.C([O-])([O-])=O.[Cs+].[Cs+].O. Product: [Br:1][C:2]1[C:15]([O:16][CH3:17])=[CH:14][C:13]2[C:4](=[C:5]([O:20][C@H:32]3[CH2:36][N:35]([C:37]([O:39][C:40]([CH3:43])([CH3:42])[CH3:41])=[O:38])[C@H:34]([C:44]([O:46][CH3:47])=[O:45])[CH2:33]3)[N:6]=[C:7]3[C:12]=2[CH:11]=[CH:10][C:9]([C:18]#[N:19])=[CH:8]3)[CH:3]=1. The catalyst class is: 296.